Dataset: Reaction yield outcomes from USPTO patents with 853,638 reactions. Task: Predict the reaction yield, written as a fraction of the theoretical maximum amount of product (1.0 means a 100% yield; for example, 0.34 means a 34% yield). (1) The yield is 0.740. The catalyst is O1CCCC1.CN(C)C(=O)C. The reactants are [CH:1]([C:4]1[CH:8]=[C:7]([C:9]([OH:11])=O)[N:6]([CH3:12])[N:5]=1)([CH3:3])[CH3:2].CN(C)C=O.C(Cl)(=O)C(Cl)=O.[NH2:24][C:25]1[CH:26]=[C:27]([CH:44]=[CH:45][C:46]=1[F:47])[O:28][C:29]1[CH:30]=[CH:31][C:32]2[N:33]([CH:35]=[C:36]([NH:38][C:39]([CH:41]3[CH2:43][CH2:42]3)=[O:40])[N:37]=2)[N:34]=1.C(=O)([O-])O.[Na+]. The product is [CH:41]1([C:39]([NH:38][C:36]2[N:37]=[C:32]3[CH:31]=[CH:30][C:29]([O:28][C:27]4[CH:44]=[CH:45][C:46]([F:47])=[C:25]([NH:24][C:9]([C:7]5[N:6]([CH3:12])[N:5]=[C:4]([CH:1]([CH3:2])[CH3:3])[CH:8]=5)=[O:11])[CH:26]=4)=[N:34][N:33]3[CH:35]=2)=[O:40])[CH2:42][CH2:43]1. (2) The catalyst is C(O)C.O. The product is [CH3:1][C:2]1([CH3:15])[CH2:14][C:5]2[S:6][C:7]([C:9]([OH:11])=[O:10])=[CH:8][C:4]=2[CH2:3]1. The reactants are [CH3:1][C:2]1([CH3:15])[CH2:14][C:5]2[S:6][C:7]([C:9]([O:11]CC)=[O:10])=[CH:8][C:4]=2[CH2:3]1.C1COCC1.[OH-].[Li+].Cl. The yield is 0.910. (3) The reactants are Br[C:2]1[CH:28]=[CH:27][C:5]([C:6]([NH:8][C:9]2[CH:14]=[CH:13][C:12]([O:15][CH3:16])=[C:11]([NH:17][C:18](=[O:26])[CH2:19][N:20]3[CH2:25][CH2:24][O:23][CH2:22][CH2:21]3)[CH:10]=2)=[O:7])=[CH:4][CH:3]=1.[F:29][C:30]1[CH:31]=[C:32](B(O)O)[CH:33]=[CH:34][CH:35]=1.C(=O)([O-])[O-].[Na+].[Na+]. The catalyst is O1CCOCC1. The product is [F:29][C:30]1[CH:35]=[C:34]([C:2]2[CH:28]=[CH:27][C:5]([C:6]([NH:8][C:9]3[CH:14]=[CH:13][C:12]([O:15][CH3:16])=[C:11]([NH:17][C:18](=[O:26])[CH2:19][N:20]4[CH2:25][CH2:24][O:23][CH2:22][CH2:21]4)[CH:10]=3)=[O:7])=[CH:4][CH:3]=2)[CH:33]=[CH:32][CH:31]=1. The yield is 0.560.